From a dataset of Full USPTO retrosynthesis dataset with 1.9M reactions from patents (1976-2016). Predict the reactants needed to synthesize the given product. (1) Given the product [C:1]([NH:4][C:5]1[N:9]([CH2:10][C:11]([O:13][CH2:14][CH3:15])=[O:12])[N:8]=[C:7]([C:16]2[CH:21]=[CH:20][CH:19]=[CH:18][CH:17]=2)[C:6]=1[C:30]#[C:29][C:23]1[CH:28]=[CH:27][CH:26]=[CH:25][CH:24]=1)(=[O:3])[CH3:2], predict the reactants needed to synthesize it. The reactants are: [C:1]([NH:4][C:5]1[N:9]([CH2:10][C:11]([O:13][CH2:14][CH3:15])=[O:12])[N:8]=[C:7]([C:16]2[CH:21]=[CH:20][CH:19]=[CH:18][CH:17]=2)[C:6]=1I)(=[O:3])[CH3:2].[C:23]1([C:29]#[CH:30])[CH:28]=[CH:27][CH:26]=[CH:25][CH:24]=1.C(N(CC)CC)C. (2) Given the product [F:12][C:8]1[CH:7]=[C:3]2[C:2](=[CH:10][C:9]=1[F:11])[N:1]=[C:22]([CH3:23])[NH:14][C:4]2=[O:6], predict the reactants needed to synthesize it. The reactants are: [NH2:1][C:2]1[CH:10]=[C:9]([F:11])[C:8]([F:12])=[CH:7][C:3]=1[C:4]([OH:6])=O.[OH-].[NH4+:14].[OH-].[Na+].Cl.C(O[C:22](=O)[CH3:23])(=O)C. (3) Given the product [CH3:1][N:2]([CH:3]1[CH2:8][CH2:7][O:6][CH2:5][CH2:4]1)[C:16]1[CH:21]=[CH:20][C:19]([N+:22]([O-:24])=[O:23])=[CH:18][N:17]=1, predict the reactants needed to synthesize it. The reactants are: [CH3:1][NH:2][CH:3]1[CH2:8][CH2:7][O:6][CH2:5][CH2:4]1.C([O-])([O-])=O.[K+].[K+].Br[C:16]1[CH:21]=[CH:20][C:19]([N+:22]([O-:24])=[O:23])=[CH:18][N:17]=1.O.